This data is from Experimentally validated miRNA-target interactions with 360,000+ pairs, plus equal number of negative samples. The task is: Binary Classification. Given a miRNA mature sequence and a target amino acid sequence, predict their likelihood of interaction. (1) The miRNA is hsa-miR-6845-3p with sequence CCUCUCCUCCCUGUGCCCCAG. The protein sequence of the target gene is MEQYTANSNSSTEQIVVQAGQIQQQQQGGVTAVQLQTEAQVASASGQQVQTLQVVQGQPLMVQVSGGQLITSTGQPIMVQAVPGGQGQTIMQVPVSGTQGLQQIQLVPPGQIQIQGGQAVQVQGQQGQTQQIIIQQPQTAVTAGQTQTQQQIAVQGQQVAQTAEGQTIVYQPVNADGTILQQVTVPVSGMITIPAASLAGAQIVQTGANTNTTSSGQGTVTVTLPVAGNVVNSGGMVMMVPGAGSVPAIQRIPLPGAEMLEEEPLYVNAKQYHRILKRRQARAKLEAEGKIPKERRKYLH.... Result: 1 (interaction). (2) The miRNA is hsa-miR-4533 with sequence UGGAAGGAGGUUGCCGGACGCU. The protein sequence of the target gene is MAASGSFPLLVEGSWGPDPPKNLINKLQVYFQSRKKSGGGECEVVPEPGNPARFRVLFSPEDVRQNVLERGNHELVWQEKGTFKLTVLMPTDPEEASASKKSRKESPEEESKTKEDAVKQGDLDITHSPSSGSEKTEDVPKECENISSMVAFENLPEKVSEMVLTILVENISGLPSDDFKVEVNRDFAVAVVTFQKPIDIKKFIVDCISHRSNQQLQLAPRLLETTNVVRVENLPPGVDEYQLQLFFENPFNGGGRVARVECFPEESSALVEFCDSKVLDTVMAKTHSYNKMPLSVFPYY.... Result: 0 (no interaction). (3) The miRNA is hsa-miR-6833-3p with sequence UUUCUCUCUCCACUUCCUCAG. The protein sequence of the target gene is MREYKVVVLGSGGVGKSALTVQFVTGSFIEKYDPTIEDFYRKEIEVDSSPSVLEILDTAGTEQFASMRDLYIKNGQGFILVYSLVNQQSFQDIKPMRDQIIRVKRYERVPMILVGNKVDLEGEREVSYGEGKALAEEWSCPFMETSAKNKASVDELFAEIVRQMNYAAQPNGDEGCCSACVIL. Result: 1 (interaction). (4) The miRNA is mmu-miR-346-5p with sequence UGUCUGCCCGAGUGCCUGCCUCU. The protein sequence of the target gene is MTHGEELGSDVHQDSIVLTYLEGLLMHQAAGGSGTAINKKSAGHKEEDQNFNLSGSAFPSCQSNGPTVSTQTYQGSGMLHLKKARLLQSSEDWNAAKRKRLSDSIVNLNVKKEALLAGMVDSVPKGKQDSTLLASLLQSFSSRLQTVALSQQIRQSLKEQGYALSHESLKVEKDLRCYGVASSHLKTLLKKSKTKDQKSGPTLPDVTPNLIRDSFVESSHPAVGQSGTKVMSEPLSCAARLQAVASMVEKRASPAASPKPSVACSQLALLLSSEAHLQQYSREHALKTQNAHQVASERLA.... Result: 1 (interaction).